From a dataset of Reaction yield outcomes from USPTO patents with 853,638 reactions. Predict the reaction yield, written as a fraction of the theoretical maximum amount of product (1.0 means a 100% yield; for example, 0.34 means a 34% yield). The reactants are [N:1]([CH:4]([C:7]1[N:8]([C:18]2[CH:23]=[CH:22][CH:21]=[C:20]([F:24])[CH:19]=2)[C:9](=[O:17])[C:10]2[N:11]([CH:13]=[CH:14][C:15]=2[Cl:16])[CH:12]=1)[CH2:5][CH3:6])=[N+]=[N-].C1C=CC(P(C2C=CC=CC=2)C2C=CC=CC=2)=CC=1.N.O. The catalyst is C1COCC1. The product is [NH2:1][CH:4]([C:7]1[N:8]([C:18]2[CH:23]=[CH:22][CH:21]=[C:20]([F:24])[CH:19]=2)[C:9](=[O:17])[C:10]2[N:11]([CH:13]=[CH:14][C:15]=2[Cl:16])[CH:12]=1)[CH2:5][CH3:6]. The yield is 0.760.